Predict the product of the given reaction. From a dataset of Forward reaction prediction with 1.9M reactions from USPTO patents (1976-2016). (1) Given the reactants C[O:2][C:3](=[O:19])[C:4]1[CH:9]=[CH:8][C:7]([O:10][C:11]2[CH:16]=[CH:15][C:14]([Cl:17])=[CH:13][CH:12]=2)=[C:6]([Br:18])[CH:5]=1.[OH-].[Na+].Cl, predict the reaction product. The product is: [Br:18][C:6]1[CH:5]=[C:4]([CH:9]=[CH:8][C:7]=1[O:10][C:11]1[CH:16]=[CH:15][C:14]([Cl:17])=[CH:13][CH:12]=1)[C:3]([OH:19])=[O:2]. (2) The product is: [F:1][C:2]1[C:3]([CH:8]2[CH2:17][CH2:16][C:15]3[C:10](=[CH:11][C:12]([NH:18][C:19](=[O:21])[CH3:20])=[C:13]([I:22])[CH:14]=3)[O:9]2)=[N:4][CH:5]=[CH:6][CH:7]=1. Given the reactants [F:1][C:2]1[C:3]([CH:8]2[CH2:17][CH2:16][C:15]3[C:10](=[CH:11][C:12]([NH:18][C:19](=[O:21])[CH3:20])=[CH:13][CH:14]=3)[O:9]2)=[N:4][CH:5]=[CH:6][CH:7]=1.[I:22]I.O, predict the reaction product. (3) Given the reactants [Cl:1][C:2]1[CH:3]=[CH:4][C:5]([S:21][S:21][C:5]2[CH:4]=[CH:3][C:2]([Cl:1])=[CH:7][C:6]=2[NH:8][S:9]([C:12]2[O:13][C:14]3[CH:20]=[CH:19][CH:18]=[CH:17][C:15]=3[CH:16]=2)(=[O:11])=[O:10])=[C:6]([NH:8][S:9]([C:12]2[O:13][C:14]3[CH:20]=[CH:19][CH:18]=[CH:17][C:15]=3[CH:16]=2)(=[O:11])=[O:10])[CH:7]=1.[CH3:43][N:44]([CH3:49])[C:45](=[O:48])[CH:46]=[CH2:47], predict the reaction product. The product is: [O:13]1[C:14]2[CH:20]=[CH:19][CH:18]=[CH:17][C:15]=2[CH:16]=[C:12]1[S:9]([NH:8][C:6]1[CH:7]=[C:2]([Cl:1])[CH:3]=[CH:4][C:5]=1[S:21][CH2:47][CH2:46][C:45]([N:44]([CH3:49])[CH3:43])=[O:48])(=[O:11])=[O:10]. (4) The product is: [Cl:24][C:3]1[CH:4]=[C:5]([N:8]2[C:12]([C:13]3[CH:18]=[CH:17][C:16]([S:19]([CH3:22])(=[O:21])=[O:20])=[CH:15][CH:14]=3)=[CH:11][CH:10]=[C:9]2[CH3:23])[CH:6]=[CH:7][C:2]=1[C:27]1[CH:28]=[CH:29][O:25][CH:26]=1. Given the reactants Br[C:2]1[CH:7]=[CH:6][C:5]([N:8]2[C:12]([C:13]3[CH:18]=[CH:17][C:16]([S:19]([CH3:22])(=[O:21])=[O:20])=[CH:15][CH:14]=3)=[CH:11][CH:10]=[C:9]2[CH3:23])=[CH:4][C:3]=1[Cl:24].[O:25]1[CH:29]=[CH:28][C:27](B(O)O)=[CH:26]1, predict the reaction product. (5) Given the reactants [CH3:1][C:2]1[CH:11]=[CH:10][C:9]2[CH2:8][CH2:7][CH2:6][C:5](=[O:12])[C:4]=2[N:3]=1.[NH:13]1[CH:17]=[C:16]([CH:18]=O)[N:15]=[CH:14]1.[OH-].[Na+], predict the reaction product. The product is: [NH:13]1[CH:17]=[C:16]([CH:18]=[C:6]2[C:5](=[O:12])[C:4]3[N:3]=[C:2]([CH3:1])[CH:11]=[CH:10][C:9]=3[CH2:8][CH2:7]2)[N:15]=[CH:14]1. (6) Given the reactants [OH:1][C@@H:2]1[CH2:7][CH2:6][CH2:5][CH2:4][C@H:3]1[NH:8][C:9]1[S:10][C:11]2[CH:17]=[C:16]([CH2:18][N:19]3[C:23]4=[N:24][CH:25]=[C:26]([C:28]([OH:30])=O)[CH:27]=[C:22]4[N:21]=[CH:20]3)[CH:15]=[CH:14][C:12]=2[N:13]=1.C1COCC1.[CH3:36][NH:37][CH3:38].F[P-](F)(F)(F)(F)F.N1(O[P+](N(C)C)(N(C)C)N(C)C)C2C=CC=CC=2N=N1, predict the reaction product. The product is: [OH:1][C@@H:2]1[CH2:7][CH2:6][CH2:5][CH2:4][C@H:3]1[NH:8][C:9]1[S:10][C:11]2[CH:17]=[C:16]([CH2:18][N:19]3[C:23]4=[N:24][CH:25]=[C:26]([C:28]([N:37]([CH3:38])[CH3:36])=[O:30])[CH:27]=[C:22]4[N:21]=[CH:20]3)[CH:15]=[CH:14][C:12]=2[N:13]=1. (7) Given the reactants [CH2:1]([C:3]1[CH:4]=[CH:5][C:6]([C:9]2[N:10]([CH2:19][C:20]([O:22]CC)=[O:21])[C:11](=[O:18])[C:12]([CH:15]([CH3:17])[CH3:16])([CH3:14])[N:13]=2)=[N:7][CH:8]=1)[CH3:2].[OH-].[Na+].Cl, predict the reaction product. The product is: [CH2:1]([C:3]1[CH:4]=[CH:5][C:6]([C:9]2[N:10]([CH2:19][C:20]([OH:22])=[O:21])[C:11](=[O:18])[C:12]([CH:15]([CH3:17])[CH3:16])([CH3:14])[N:13]=2)=[N:7][CH:8]=1)[CH3:2]. (8) Given the reactants [CH3:1][C:2]1([CH3:26])[C:6]([C:7]2[CH:12]=[C:11]([CH2:13]O)[CH:10]=[CH:9][C:8]=2[C:15]2[CH:20]=[C:19]([C:21]([F:24])([F:23])[F:22])[CH:18]=[CH:17][C:16]=2[F:25])=[CH:5][CH2:4][CH2:3]1.S(Cl)([Cl:29])=O, predict the reaction product. The product is: [Cl:29][CH2:13][C:11]1[CH:10]=[CH:9][C:8]([C:15]2[CH:20]=[C:19]([C:21]([F:23])([F:22])[F:24])[CH:18]=[CH:17][C:16]=2[F:25])=[C:7]([C:6]2[C:2]([CH3:26])([CH3:1])[CH2:3][CH2:4][CH:5]=2)[CH:12]=1. (9) Given the reactants [CH3:1][N:2]([CH2:4][C:5]1[CH2:9][C-:8]=[CH:7][C:6]=1[CH2:10][NH:11]C1C=CN=C2C=1C=CC(Cl)=C2)[CH3:3].[CH2:23]1[C-:27]=[CH:26][CH:25]=[CH:24]1.[Fe+2:28].CN(C[C-]1C=CC=C1C=O)C.[CH-]1C=CC=C1.[Fe+2].CN(C[C-]1C=CC=C1)C.[CH-]1C=CC=C1.[Fe+2], predict the reaction product. The product is: [NH2:11][CH2:10][C-:6]1[CH:7]=[CH:8][CH:9]=[C:5]1[CH2:4][N:2]([CH3:3])[CH3:1].[CH-:23]1[CH:27]=[CH:26][CH:25]=[CH:24]1.[Fe+2:28].